This data is from Catalyst prediction with 721,799 reactions and 888 catalyst types from USPTO. The task is: Predict which catalyst facilitates the given reaction. (1) Product: [CH:1]([NH:12][CH:11]([CH2:13][C:14]1[CH:19]=[CH:18][CH:17]=[CH:16][CH:15]=1)[C:10]([O:9][CH3:8])=[O:20])=[O:2]. Reactant: [CH:1](OCC#N)=[O:2].Cl.[CH3:8][O:9][C:10](=[O:20])[C@H:11]([CH2:13][C:14]1[CH:19]=[CH:18][CH:17]=[CH:16][CH:15]=1)[NH2:12].C(N(CC)CC)C. The catalyst class is: 4. (2) Reactant: [Cl:1][C:2]1[CH:7]=[CH:6][C:5]([C:8]2[C:12]([C:13]3[CH:18]=[CH:17][N:16]=[CH:15][CH:14]=3)=[C:11]([N:19]3[CH2:24][CH2:23][NH:22][CH2:21][CH2:20]3)[NH:10][N:9]=2)=[CH:4][CH:3]=1.[C:25]1(=[O:31])[O:30][C:28](=[O:29])[CH2:27][CH2:26]1. Product: [OH2:29].[OH2:29].[Cl:1][C:2]1[CH:7]=[CH:6][C:5]([C:8]2[NH:9][N:10]=[C:11]([N:19]3[CH2:20][CH2:21][N:22]([C:25](=[O:31])[CH2:26][CH2:27][C:28]([OH:30])=[O:29])[CH2:23][CH2:24]3)[C:12]=2[C:13]2[CH:14]=[CH:15][N:16]=[CH:17][CH:18]=2)=[CH:4][CH:3]=1. The catalyst class is: 277. (3) Reactant: [Br:1][C:2]1[S:3][CH:4]=[C:5](C(O)=O)[N:6]=1.P(N=[N+]=[N-])([O:19][C:20]1C=CC=CC=1)(OC1C=CC=CC=1)=O.[N:29]1([CH2:35][C:36]2[N:41]=[C:40]([NH2:42])[CH:39]=[CH:38][CH:37]=2)[CH2:34][CH2:33][CH2:32][CH2:31][CH2:30]1.CC#[N:45]. Product: [Br:1][C:2]1[S:3][CH:4]=[C:5]([NH:45][C:20]([NH:42][C:40]2[CH:39]=[CH:38][CH:37]=[C:36]([CH2:35][N:29]3[CH2:30][CH2:31][CH2:32][CH2:33][CH2:34]3)[N:41]=2)=[O:19])[N:6]=1. The catalyst class is: 2.